This data is from Reaction yield outcomes from USPTO patents with 853,638 reactions. The task is: Predict the reaction yield, written as a fraction of the theoretical maximum amount of product (1.0 means a 100% yield; for example, 0.34 means a 34% yield). (1) The reactants are C([O:8][CH2:9][C@@H:10]1[O:15][CH2:14][CH2:13][N:12]([C:16]([O:18][C:19]([CH3:22])([CH3:21])[CH3:20])=[O:17])[CH2:11]1)C1C=CC=CC=1. The catalyst is CCO.[Pd]. The product is [OH:8][CH2:9][C@@H:10]1[O:15][CH2:14][CH2:13][N:12]([C:16]([O:18][C:19]([CH3:22])([CH3:21])[CH3:20])=[O:17])[CH2:11]1. The yield is 0.990. (2) The reactants are [F:1][C:2]1[CH:3]=[C:4]2[C:8](=[CH:9][CH:10]=1)[NH:7][C:6](=[O:11])[CH2:5]2.[CH2:12]([N:14]([CH2:29][CH3:30])[CH2:15][CH2:16][NH:17][C:18]([C:20]1[C:24]([CH3:25])=[C:23]([CH:26]=O)[NH:22][C:21]=1[CH3:28])=[O:19])[CH3:13]. No catalyst specified. The product is [CH2:29]([N:14]([CH2:12][CH3:13])[CH2:15][CH2:16][NH:17][C:18]([C:20]1[C:24]([CH3:25])=[C:23]([CH:26]=[C:5]2[C:4]3[C:8](=[CH:9][CH:10]=[C:2]([F:1])[CH:3]=3)[NH:7][C:6]2=[O:11])[NH:22][C:21]=1[CH3:28])=[O:19])[CH3:30]. The yield is 0.550. (3) The reactants are [OH:1][C:2]1[CH:19]=[CH:18][C:17]([C:20]([O:22][CH3:23])=[O:21])=[CH:16][C:3]=1[N:4]=[CH:5][C:6]1[CH:11]=[CH:10][C:9]([C:12]([O:14][CH3:15])=[O:13])=[CH:8][CH:7]=1.ClC1C(=O)C(C#N)=C(C#N)C(=O)C=1Cl. The catalyst is ClCCl. The product is [CH3:23][O:22][C:20]([C:17]1[CH:18]=[CH:19][C:2]2[O:1][C:5]([C:6]3[CH:11]=[CH:10][C:9]([C:12]([O:14][CH3:15])=[O:13])=[CH:8][CH:7]=3)=[N:4][C:3]=2[CH:16]=1)=[O:21]. The yield is 0.870. (4) The reactants are O=P(Cl)(Cl)Cl.[O:6]1[C:10]2[CH:11]=[CH:12][C:13]([C:15]3([C:18]([NH:20][C:21]4[CH:22]=[C:23]5[C:27](=[CH:28][CH:29]=4)[NH:26][C:25]([C:30]([CH3:33])([CH3:32])[CH3:31])=[CH:24]5)=[O:19])[CH2:17][CH2:16]3)=[CH:14][C:9]=2[O:8][CH2:7]1.CN([CH:37]=[O:38])C. No catalyst specified. The product is [O:6]1[C:10]2[CH:11]=[CH:12][C:13]([C:15]3([C:18]([NH:20][C:21]4[CH:22]=[C:23]5[C:27](=[CH:28][CH:29]=4)[NH:26][C:25]([C:30]([CH3:33])([CH3:32])[CH3:31])=[C:24]5[CH:37]=[O:38])=[O:19])[CH2:17][CH2:16]3)=[CH:14][C:9]=2[O:8][CH2:7]1. The yield is 0.610. (5) The reactants are [CH:1]1([N:7]2[CH2:11][CH2:10][CH:9]([CH2:12][C:13]3[C:18]([Cl:19])=[CH:17][C:16]([C:20]4[CH:25]=[CH:24][C:23]([OH:26])=[CH:22][CH:21]=4)=[CH:15][C:14]=3[Cl:27])[C:8]2=[O:28])[CH2:6][CH2:5][CH2:4][CH2:3][CH2:2]1.Br[C:30]([CH3:37])([CH3:36])[C:31]([O:33][CH2:34][CH3:35])=[O:32].C([O-])([O-])=O.[Cs+].[Cs+]. The catalyst is CN(C=O)C. The product is [CH2:34]([O:33][C:31](=[O:32])[C:30]([O:26][C:23]1[CH:24]=[CH:25][C:20]([C:16]2[CH:15]=[C:14]([Cl:27])[C:13]([CH2:12][CH:9]3[CH2:10][CH2:11][N:7]([CH:1]4[CH2:6][CH2:5][CH2:4][CH2:3][CH2:2]4)[C:8]3=[O:28])=[C:18]([Cl:19])[CH:17]=2)=[CH:21][CH:22]=1)([CH3:37])[CH3:36])[CH3:35]. The yield is 1.00.